Task: Predict which catalyst facilitates the given reaction.. Dataset: Catalyst prediction with 721,799 reactions and 888 catalyst types from USPTO Reactant: [F:1][C:2]1[CH:14]=[CH:13][C:5]([O:6][CH:7]2[CH2:12][CH2:11][NH:10][CH2:9][CH2:8]2)=[CH:4][CH:3]=1.[C:15]([O:19][C:20](=[O:31])[NH:21][C@H:22]1[CH2:27][CH2:26][C@H:25]([CH2:28][CH:29]=O)[CH2:24][CH2:23]1)([CH3:18])([CH3:17])[CH3:16].CO.C(O[BH-](OC(=O)C)OC(=O)C)(=O)C.[Na+]. Product: [C:15]([O:19][C:20](=[O:31])[NH:21][C@H:22]1[CH2:23][CH2:24][C@H:25]([CH2:28][CH2:29][N:10]2[CH2:9][CH2:8][CH:7]([O:6][C:5]3[CH:13]=[CH:14][C:2]([F:1])=[CH:3][CH:4]=3)[CH2:12][CH2:11]2)[CH2:26][CH2:27]1)([CH3:18])([CH3:17])[CH3:16]. The catalyst class is: 26.